From a dataset of NCI-60 drug combinations with 297,098 pairs across 59 cell lines. Regression. Given two drug SMILES strings and cell line genomic features, predict the synergy score measuring deviation from expected non-interaction effect. (1) Drug 1: CCC1(CC2CC(C3=C(CCN(C2)C1)C4=CC=CC=C4N3)(C5=C(C=C6C(=C5)C78CCN9C7C(C=CC9)(C(C(C8N6C=O)(C(=O)OC)O)OC(=O)C)CC)OC)C(=O)OC)O.OS(=O)(=O)O. Drug 2: CS(=O)(=O)OCCCCOS(=O)(=O)C. Cell line: A549. Synergy scores: CSS=10.4, Synergy_ZIP=-2.74, Synergy_Bliss=-3.65, Synergy_Loewe=-5.19, Synergy_HSA=-3.84. (2) Drug 1: C1CN(CCN1C(=O)CCBr)C(=O)CCBr. Drug 2: C1=NNC2=C1C(=O)NC=N2. Cell line: MDA-MB-231. Synergy scores: CSS=3.85, Synergy_ZIP=-1.41, Synergy_Bliss=4.13, Synergy_Loewe=1.98, Synergy_HSA=3.21. (3) Drug 1: C1=CC(=C2C(=C1NCCNCCO)C(=O)C3=C(C=CC(=C3C2=O)O)O)NCCNCCO. Drug 2: CC1C(C(=O)NC(C(=O)N2CCCC2C(=O)N(CC(=O)N(C(C(=O)O1)C(C)C)C)C)C(C)C)NC(=O)C3=C4C(=C(C=C3)C)OC5=C(C(=O)C(=C(C5=N4)C(=O)NC6C(OC(=O)C(N(C(=O)CN(C(=O)C7CCCN7C(=O)C(NC6=O)C(C)C)C)C)C(C)C)C)N)C. Cell line: SK-MEL-28. Synergy scores: CSS=39.6, Synergy_ZIP=-0.641, Synergy_Bliss=3.65, Synergy_Loewe=2.55, Synergy_HSA=3.21. (4) Drug 1: C1=C(C(=O)NC(=O)N1)N(CCCl)CCCl. Drug 2: C1=CC(=CC=C1CC(C(=O)O)N)N(CCCl)CCCl.Cl. Cell line: K-562. Synergy scores: CSS=47.0, Synergy_ZIP=-5.80, Synergy_Bliss=-2.16, Synergy_Loewe=-3.94, Synergy_HSA=-3.13. (5) Drug 1: C1=NC2=C(N=C(N=C2N1C3C(C(C(O3)CO)O)F)Cl)N. Drug 2: C1CCC(C(C1)N)N.C(=O)(C(=O)[O-])[O-].[Pt+4]. Cell line: HCT-15. Synergy scores: CSS=43.1, Synergy_ZIP=-3.03, Synergy_Bliss=-2.87, Synergy_Loewe=1.44, Synergy_HSA=2.44. (6) Drug 1: C1=CC(=CC=C1CC(C(=O)O)N)N(CCCl)CCCl.Cl. Drug 2: CN1C(=O)N2C=NC(=C2N=N1)C(=O)N. Cell line: SR. Synergy scores: CSS=63.2, Synergy_ZIP=2.69, Synergy_Bliss=5.46, Synergy_Loewe=-0.946, Synergy_HSA=6.29. (7) Drug 1: CC12CCC3C(C1CCC2=O)CC(=C)C4=CC(=O)C=CC34C. Drug 2: CC1CCC2CC(C(=CC=CC=CC(CC(C(=O)C(C(C(=CC(C(=O)CC(OC(=O)C3CCCCN3C(=O)C(=O)C1(O2)O)C(C)CC4CCC(C(C4)OC)O)C)C)O)OC)C)C)C)OC. Cell line: HCT116. Synergy scores: CSS=24.0, Synergy_ZIP=-3.92, Synergy_Bliss=-6.01, Synergy_Loewe=-6.43, Synergy_HSA=-4.55. (8) Drug 1: CN(C)C1=NC(=NC(=N1)N(C)C)N(C)C. Drug 2: CC1C(C(CC(O1)OC2CC(CC3=C2C(=C4C(=C3O)C(=O)C5=C(C4=O)C(=CC=C5)OC)O)(C(=O)CO)O)N)O.Cl. Cell line: PC-3. Synergy scores: CSS=42.9, Synergy_ZIP=-3.20, Synergy_Bliss=-5.73, Synergy_Loewe=-16.9, Synergy_HSA=-3.05.